This data is from Full USPTO retrosynthesis dataset with 1.9M reactions from patents (1976-2016). The task is: Predict the reactants needed to synthesize the given product. (1) The reactants are: [SH:1][CH2:2][CH2:3][OH:4].C[O-].[Na+].Cl[C:9]1[N:16]=[CH:15][CH:14]=[C:13]([C:17]2[CH:26]=[CH:25][C:24]3[C:19](=[CH:20][CH:21]=[C:22]([N:27]([CH3:29])[CH3:28])[CH:23]=3)[CH:18]=2)[C:10]=1[C:11]#[N:12]. Given the product [CH3:28][N:27]([CH3:29])[C:22]1[CH:23]=[C:24]2[C:19](=[CH:20][CH:21]=1)[CH:18]=[C:17]([C:13]1[C:10]([C:11]#[N:12])=[C:9]([S:1][CH2:2][CH2:3][OH:4])[N:16]=[CH:15][CH:14]=1)[CH:26]=[CH:25]2, predict the reactants needed to synthesize it. (2) Given the product [OH:29][C@H:28]([C:19]1[CH:20]=[CH:21][C:22]2[C:23](=[O:27])[O:24][CH2:25][C:26]=2[C:18]=1[CH3:17])[CH2:30][N:3]1[CH2:2][CH:1]2[CH:5]([CH:6]2[CH2:7][O:8][C:9]2[N:14]=[CH:13][C:12]([C:15]#[N:16])=[CH:11][CH:10]=2)[CH2:4]1, predict the reactants needed to synthesize it. The reactants are: [CH:1]12[CH:6]([CH2:7][O:8][C:9]3[N:14]=[CH:13][C:12]([C:15]#[N:16])=[CH:11][CH:10]=3)[CH:5]1[CH2:4][NH:3][CH2:2]2.[CH3:17][C:18]1[C:26]2[CH2:25][O:24][C:23](=[O:27])[C:22]=2[CH:21]=[CH:20][C:19]=1[C@@H:28]1[CH2:30][O:29]1. (3) Given the product [F:1][C:2]1[CH:10]=[C:9]2[C:5]([CH:6]=[N:7][N:8]2[CH3:11])=[CH:4][C:3]=1[CH:12]([C:14]1[N:18]2[N:19]=[C:20](/[C:23](=[N:28]/[NH:27][C:29]([NH2:31])=[O:30])/[CH3:24])[CH:21]=[CH:22][C:17]2=[N:16][CH:15]=1)[CH3:13], predict the reactants needed to synthesize it. The reactants are: [F:1][C:2]1[CH:10]=[C:9]2[C:5]([CH:6]=[N:7][N:8]2[CH3:11])=[CH:4][C:3]=1[CH:12]([C:14]1[N:18]2[N:19]=[C:20]([C:23](=O)[CH3:24])[CH:21]=[CH:22][C:17]2=[N:16][CH:15]=1)[CH3:13].Cl.[NH:27]([C:29]([NH2:31])=[O:30])[NH2:28]. (4) Given the product [CH3:33][C:30]1[CH:31]=[CH:32][C:23]([O:12][S:9]([C:8]([F:21])([F:20])[F:7])(=[O:11])=[O:10])=[C:24]2[C:29]=1[NH:28][C:27](=[O:34])[CH2:26][CH2:25]2, predict the reactants needed to synthesize it. The reactants are: N1C=CC=CC=1.[F:7][C:8]([F:21])([F:20])[S:9]([O:12]S(C(F)(F)F)(=O)=O)(=[O:11])=[O:10].O[C:23]1[CH:32]=[CH:31][C:30]([CH3:33])=[C:29]2[C:24]=1[CH2:25][CH2:26][C:27](=[O:34])[NH:28]2. (5) Given the product [OH:32][C:31]1[C:30]([CH3:33])=[CH:29][C:26]([CH2:27][NH:1][C:2]2[NH:6][N:5]=[C:4]([NH:7][C:8]3[CH:13]=[CH:12][C:11]([CH2:14][N:15]4[CH2:19][CH2:18][CH2:17][CH2:16]4)=[CH:10][CH:9]=3)[C:3]=2[C:20]([NH2:22])=[O:21])=[CH:25][C:24]=1[CH3:23], predict the reactants needed to synthesize it. The reactants are: [NH2:1][C:2]1[NH:6][N:5]=[C:4]([NH:7][C:8]2[CH:13]=[CH:12][C:11]([CH2:14][N:15]3[CH2:19][CH2:18][CH2:17][CH2:16]3)=[CH:10][CH:9]=2)[C:3]=1[C:20]([NH2:22])=[O:21].[CH3:23][C:24]1[CH:25]=[C:26]([CH:29]=[C:30]([CH3:33])[C:31]=1[OH:32])[CH:27]=O.[BH4-].[Na+].O. (6) Given the product [C:1]1([C:7]2[CH:12]=[CH:11][CH:10]=[CH:9][C:8]=2[CH2:13][O:14][C:16]2[N:17]=[C:18]([OH:26])[C:19]3[CH:25]=[CH:24][N:23]=[CH:22][C:20]=3[N:21]=2)[CH:2]=[CH:3][CH:4]=[CH:5][CH:6]=1, predict the reactants needed to synthesize it. The reactants are: [C:1]1([C:7]2[CH:12]=[CH:11][CH:10]=[CH:9][C:8]=2[CH2:13][OH:14])[CH:6]=[CH:5][CH:4]=[CH:3][CH:2]=1.Cl[C:16]1[N:17]=[C:18]([OH:26])[C:19]2[CH:25]=[CH:24][N:23]=[CH:22][C:20]=2[N:21]=1.